Dataset: Catalyst prediction with 721,799 reactions and 888 catalyst types from USPTO. Task: Predict which catalyst facilitates the given reaction. (1) Reactant: [NH:1]([C:8]([N:10]1[CH2:15][CH2:14][N:13]([C:16]([O:18][C:19]([CH3:22])([CH3:21])[CH3:20])=[O:17])[CH2:12][CH:11]1[CH2:23]O)=[O:9])[C:2]1[CH:7]=[CH:6][CH:5]=[CH:4][CH:3]=1.C1(P(C2C=CC=CC=2)C2C=CC=CC=2)C=CC=CC=1.N(C(OCC)=O)=NC(OCC)=O.C1(C)C=CC=CC=1.O. Product: [O:9]=[C:8]1[N:10]2[CH2:15][CH2:14][N:13]([C:16]([O:18][C:19]([CH3:22])([CH3:20])[CH3:21])=[O:17])[CH2:12][CH:11]2[CH2:23][N:1]1[C:2]1[CH:7]=[CH:6][CH:5]=[CH:4][CH:3]=1. The catalyst class is: 9. (2) Reactant: [NH2:1][C:2]1[S:10][C:5]2[CH2:6][S:7][CH2:8][CH2:9][C:4]=2[C:3]=1[C:11](=O)[C:12]1[CH:17]=[CH:16][C:15]([O:18][CH3:19])=[CH:14][CH:13]=1.[Cl-:21].[Al+3].[Cl-:23].[Cl-].[C:25]1([CH3:31])C=CC=C[CH:26]=1.O. Product: [Cl:21][C:26]1[C:11]([C:12]2[CH:17]=[CH:16][C:15]([O:18][CH3:19])=[CH:14][CH:13]=2)=[C:3]2[C:4]3[CH2:9][CH2:8][S:7][CH2:6][C:5]=3[S:10][C:2]2=[N:1][C:25]=1[CH2:31][Cl:23]. The catalyst class is: 7.